This data is from Full USPTO retrosynthesis dataset with 1.9M reactions from patents (1976-2016). The task is: Predict the reactants needed to synthesize the given product. Given the product [CH2:34]([OH:33])[C@H:35]1[O:36][C@H:43]([O:44][C@:5]2([CH2:3][OH:2])[O:47][C@H:46]([CH2:45][OH:52])[C@@H:48]([OH:49])[C@@H:50]2[OH:51])[C@H:41]([OH:42])[C@@H:39]([OH:40])[C@@H:37]1[OH:38], predict the reactants needed to synthesize it. The reactants are: C[O:2][C:3]([C@@H:5](NC([C@@H](N)CC(O)=O)=O)CC1C=CC=CC=1)=O.CC1OS(=O)(=O)[N-]C(=O)C=1.[K+].[OH:33][CH2:34][C:35]([C@@H:37]([C@@H:39]([C@@H:41]([CH2:43][OH:44])[OH:42])[OH:40])[OH:38])=[O:36].[CH2:45]([OH:52])[C@@H:46]([C@@H:48]([CH2:50][OH:51])[OH:49])[OH:47].